Dataset: Forward reaction prediction with 1.9M reactions from USPTO patents (1976-2016). Task: Predict the product of the given reaction. (1) The product is: [NH3:2].[OH:48][C:49]1[CH:50]=[C:51]([CH2:55][C:56]([N:2]([CH3:1])[CH2:3][CH2:4][CH2:5][CH2:6][CH2:7][CH2:8][CH2:9][CH2:10][CH2:11][N:12]2[CH2:13][CH2:14][CH:15]([O:18][C:19](=[O:33])[NH:20][C:21]3[CH:26]=[CH:25][CH:24]=[CH:23][C:22]=3[C:27]3[CH:28]=[CH:29][CH:30]=[CH:31][CH:32]=3)[CH2:16][CH2:17]2)=[O:58])[CH:52]=[CH:53][CH:54]=1. Given the reactants [CH3:1][NH:2][CH2:3][CH2:4][CH2:5][CH2:6][CH2:7][CH2:8][CH2:9][CH2:10][CH2:11][N:12]1[CH2:17][CH2:16][CH:15]([O:18][C:19](=[O:33])[NH:20][C:21]2[CH:26]=[CH:25][CH:24]=[CH:23][C:22]=2[C:27]2[CH:32]=[CH:31][CH:30]=[CH:29][CH:28]=2)[CH2:14][CH2:13]1.C1(N)C(F)=C(F)C(F)=C(N)C=1F.Cl.Cl.[OH:48][C:49]1[CH:50]=[C:51]([CH2:55][C:56]([OH:58])=O)[CH:52]=[CH:53][CH:54]=1, predict the reaction product. (2) The product is: [Br:24][C:22]1[CH:23]=[C:18]([NH:1][C:2]2[NH:6][N:5]=[C:4]([CH:14]3[CH2:15][CH2:16]3)[CH:3]=2)[C:19](=[O:26])[N:20]([CH3:25])[CH:21]=1. Given the reactants [NH2:1][C:2]1[N:6](C(OC(C)(C)C)=O)[N:5]=[C:4]([CH:14]2[CH2:16][CH2:15]2)[CH:3]=1.Br[C:18]1[C:19](=[O:26])[N:20]([CH3:25])[CH:21]=[C:22]([Br:24])[CH:23]=1.C(=O)([O-])[O-].[Cs+].[Cs+].CC1(C)C2C(=C(P(C3C=CC=CC=3)C3C=CC=CC=3)C=CC=2)OC2C(P(C3C=CC=CC=3)C3C=CC=CC=3)=CC=CC1=2, predict the reaction product. (3) Given the reactants O1C2C=CC(N[N:11]=[C:12]([C:15]#[N:16])[C:13]#[N:14])=CC=2OC1.[CH2:17]1[O:26][C:25]2[CH:24]=[CH:23][C:21]([NH2:22])=[CH:20][C:19]=2[O:18]1.C(#N)CC#N.O.[NH2:33][NH2:34], predict the reaction product. The product is: [O:26]1[C:25]2[CH:24]=[CH:23][C:21]([NH:22][N:11]=[C:12]3[C:13]([NH2:14])=[N:34][N:33]=[C:15]3[NH2:16])=[CH:20][C:19]=2[O:18][CH2:17]1. (4) The product is: [CH3:52][C:42]([CH3:43])([CH2:47][NH:32][C:29]([CH2:30][C@@H:8]1[CH2:26][CH2:25][C@:11]2([O:15][C:14]3([CH:16]4[CH2:17][CH:18]5[CH2:24][CH:22]([CH2:23]4)[CH2:21][CH:20]3[CH2:19]5)[O:13][O:12]2)[CH2:10][CH2:9]1)=[O:31])[NH2:55]. Given the reactants C1C([C@@H:8]2[CH2:26][CH2:25][C@@:11]3([O:15][C@:14]4([CH:20]5[CH2:21][CH:22]6[CH2:24][CH:18]([CH2:19]5)[CH2:17][CH:16]4[CH2:23]6)[O:13][O:12]3)[CH2:10][CH2:9]2)=CC=C(O)C=1.[OH-].[Na+].[C:29]([N:32]1CCN(CCCl)CC1)(=[O:31])[CH3:30].O.[C:42]1([CH3:52])[CH:47]=CC(S(O)(=O)=O)=C[CH:43]=1.C(#[N:55])C, predict the reaction product. (5) Given the reactants [Cl:1][C:2]1[CH:7]=[C:6]([C:8]([F:11])([F:10])[F:9])[CH:5]=[CH:4][C:3]=1[N:12]=[C:13]=[O:14].[CH3:15][CH:16]([CH3:39])[CH:17]([NH:22][C:23]([C:25]1[S:26][C:27]([C:30]2[CH:35]=[CH:34][C:33]([N+:36]([O-])=O)=[CH:32][CH:31]=2)=[CH:28][N:29]=1)=[O:24])[C:18]([O:20][CH3:21])=[O:19], predict the reaction product. The product is: [Cl:1][C:2]1[CH:7]=[C:6]([C:8]([F:11])([F:10])[F:9])[CH:5]=[CH:4][C:3]=1[NH:12][C:13](=[O:14])[NH:36][C:33]1[CH:34]=[CH:35][C:30]([C:27]2[S:26][C:25]([C:23]([NH:22][C@@H:17]([CH:16]([CH3:39])[CH3:15])[C:18]([O:20][CH3:21])=[O:19])=[O:24])=[N:29][CH:28]=2)=[CH:31][CH:32]=1.